From a dataset of Reaction yield outcomes from USPTO patents with 853,638 reactions. Predict the reaction yield, written as a fraction of the theoretical maximum amount of product (1.0 means a 100% yield; for example, 0.34 means a 34% yield). (1) The reactants are [C:1]([C:3]1[C:4]([NH2:9])=[N:5][CH:6]=[CH:7][CH:8]=1)#[CH:2].[CH3:10][C:11]1[N:16]=[C:15]([O:17][CH2:18][C:19]2[CH:24]=[CH:23][C:22]([CH2:25][C:26](Cl)=[N:27][OH:28])=[CH:21][CH:20]=2)[CH:14]=[CH:13][CH:12]=1.C(N(CC)CC)C. The catalyst is O1CCCC1. The product is [CH3:10][C:11]1[N:16]=[C:15]([O:17][CH2:18][C:19]2[CH:24]=[CH:23][C:22]([CH2:25][C:26]3[CH:2]=[C:1]([C:3]4[C:4]([NH2:9])=[N:5][CH:6]=[CH:7][CH:8]=4)[O:28][N:27]=3)=[CH:21][CH:20]=2)[CH:14]=[CH:13][CH:12]=1. The yield is 0.110. (2) The reactants are Br[C:2]1[CH:8]=[C:7]([N+:9]([O-:11])=[O:10])[C:5]([NH2:6])=[C:4]([CH:12]2[CH2:16][CH2:15][CH2:14][O:13]2)[C:3]=1[F:17].C([O-])(O)=O.[Na+].CC1(C)C(C)(C)OB([C:31]2[CH:32]=[N:33][C:34]([C:37]([OH:40])([CH3:39])[CH3:38])=[N:35][CH:36]=2)O1. The catalyst is O1CCOCC1.CCOC(C)=O.C(Cl)Cl.ClCCl.Cl[Pd]Cl.C1(P(C2C=CC=CC=2)[C-]2C=CC=C2)C=CC=CC=1.[C-]1(P(C2C=CC=CC=2)C2C=CC=CC=2)C=CC=C1.[Fe+2]. The product is [NH2:6][C:5]1[C:7]([N+:9]([O-:11])=[O:10])=[CH:8][C:2]([C:31]2[CH:32]=[N:33][C:34]([C:37]([OH:40])([CH3:39])[CH3:38])=[N:35][CH:36]=2)=[C:3]([F:17])[C:4]=1[CH:12]1[CH2:16][CH2:15][CH2:14][O:13]1. The yield is 0.558. (3) The reactants are C(OC([NH:8][NH:9][C:10]([C:12]1[CH:13]=[C:14]2[C:18](=[CH:19][CH:20]=1)[NH:17][N:16]=[C:15]2[C:21]1[CH:26]=[CH:25][C:24]([F:27])=[CH:23][CH:22]=1)=[O:11])=O)(C)(C)C.Cl.[OH-].[Na+]. The catalyst is O1CCOCC1. The product is [NH2:8][NH:9][C:10]([C:12]1[CH:13]=[C:14]2[C:18](=[CH:19][CH:20]=1)[NH:17][N:16]=[C:15]2[C:21]1[CH:26]=[CH:25][C:24]([F:27])=[CH:23][CH:22]=1)=[O:11]. The yield is 0.916. (4) The reactants are [CH2:1]1[CH:6]2[CH2:7][C:8]3([NH2:11])[CH2:10][CH:4]([CH2:5]2)[CH2:3][CH:2]1[CH2:9]3.Cl[CH2:13][C:14]1[N:18]=[C:17]([C:19]2[CH:24]=[CH:23][CH:22]=[CH:21][CH:20]=2)[O:16][N:15]=1. No catalyst specified. The product is [C:19]1([C:17]2[O:16][N:15]=[C:14]([CH2:13][NH:11][C:8]34[CH2:10][CH:4]5[CH2:5][CH:6]([CH2:1][CH:2]([CH2:3]5)[CH2:9]3)[CH2:7]4)[N:18]=2)[CH:20]=[CH:21][CH:22]=[CH:23][CH:24]=1. The yield is 0.840. (5) The reactants are Cl[CH2:2][C:3]1[CH:4]=[C:5]2[C:9](=[CH:10][CH:11]=1)[CH2:8][CH2:7][CH2:6]2.[C-:12]#[N:13].[Na+]. The catalyst is CS(C)=O. The product is [CH2:8]1[C:9]2[C:5](=[CH:4][C:3]([CH2:2][C:12]#[N:13])=[CH:11][CH:10]=2)[CH2:6][CH2:7]1. The yield is 0.970. (6) The reactants are [I:1][C:2]1[C:10]2[C:5](=[CH:6][CH:7]=[C:8]([C:11]3[CH:16]=[N:15][CH:14]=[C:13]([O:17][CH:18]([CH3:20])[CH3:19])[N:12]=3)[CH:9]=2)[NH:4][CH:3]=1.[H-].[Na+].[C:23]1([CH3:33])[CH:28]=[CH:27][C:26]([S:29](Cl)(=[O:31])=[O:30])=[CH:25][CH:24]=1. The catalyst is CN(C=O)C. The product is [I:1][C:2]1[C:10]2[C:5](=[CH:6][CH:7]=[C:8]([C:11]3[CH:16]=[N:15][CH:14]=[C:13]([O:17][CH:18]([CH3:20])[CH3:19])[N:12]=3)[CH:9]=2)[N:4]([S:29]([C:26]2[CH:27]=[CH:28][C:23]([CH3:33])=[CH:24][CH:25]=2)(=[O:31])=[O:30])[CH:3]=1. The yield is 0.550. (7) The reactants are [F:1][C:2]1[CH:7]=[CH:6][CH:5]=[CH:4][C:3]=1[N:8]1[C:16](=[O:17])[C:15]2[C@@H:14]3[C:18]([CH3:20])([CH3:19])[C@@:11]([CH3:21])([CH2:12][CH2:13]3)[C:10]=2[NH:9]1.[CH2:22](Br)[C:23]1[CH:28]=[CH:27][CH:26]=[CH:25][CH:24]=1. The catalyst is CN(C)C=O.C(=O)(O)[O-].[Na+]. The product is [CH2:22]([N:9]1[C:10]2[C@@:11]3([CH3:21])[C:18]([CH3:20])([CH3:19])[C@H:14]([CH2:13][CH2:12]3)[C:15]=2[C:16](=[O:17])[N:8]1[C:3]1[CH:4]=[CH:5][CH:6]=[CH:7][C:2]=1[F:1])[C:23]1[CH:28]=[CH:27][CH:26]=[CH:25][CH:24]=1. The yield is 0.300. (8) The reactants are [Br:1]Br.[CH3:3][CH:4]1[C:12]2[C:7](=[CH:8][CH:9]=[CH:10][CH:11]=2)[NH:6][C:5]1=[O:13].C([O-])(=O)C.[Na+].C(=O)([O-])[O-].[Na+].[Na+]. The catalyst is C(O)(=O)C. The product is [Br:1][C:10]1[CH:9]=[CH:8][C:7]2[C:12](=[C:4]([CH3:3])[C:5](=[O:13])[N:6]=2)[CH:11]=1. The yield is 0.930. (9) The reactants are [F:1][C:2]1[CH:34]=[CH:33][C:5]([CH2:6][C:7]2[N:8]=[C:9](OS(C(F)(F)F)(=O)=O)[C:10]3[CH2:16][CH2:15][N:14]([C:17]([O:19][C:20]([CH3:23])([CH3:22])[CH3:21])=[O:18])[CH2:13][CH2:12][C:11]=3[N:24]=2)=[CH:4][CH:3]=1.[CH3:35][NH2:36].C1COCC1. The catalyst is CC(N(C)C)=O. The product is [F:1][C:2]1[CH:3]=[CH:4][C:5]([CH2:6][C:7]2[N:8]=[C:9]([NH:36][CH3:35])[C:10]3[CH2:16][CH2:15][N:14]([C:17]([O:19][C:20]([CH3:23])([CH3:22])[CH3:21])=[O:18])[CH2:13][CH2:12][C:11]=3[N:24]=2)=[CH:33][CH:34]=1. The yield is 1.00.